Dataset: Full USPTO retrosynthesis dataset with 1.9M reactions from patents (1976-2016). Task: Predict the reactants needed to synthesize the given product. (1) Given the product [CH3:1][C:2]1[CH:3]=[C:4]([O:5][CH2:6][CH2:7][CH2:8][N:9]2[CH2:10][CH2:11][O:12][CH2:13][CH2:14]2)[CH:15]=[CH:16][C:17]=1[NH2:18], predict the reactants needed to synthesize it. The reactants are: [CH3:1][C:2]1[CH:3]=[C:4]([CH:15]=[CH:16][C:17]=1[N+:18]([O-])=O)[O:5][CH2:6][CH2:7][CH2:8][N:9]1[CH2:14][CH2:13][O:12][CH2:11][CH2:10]1. (2) Given the product [Br:1][C:2]1[CH:3]=[C:4]([CH2:10][C:11]([N:28]([O:29][CH3:30])[CH3:27])=[O:13])[CH:5]=[CH:6][C:7]=1[O:8][CH3:9], predict the reactants needed to synthesize it. The reactants are: [Br:1][C:2]1[CH:3]=[C:4]([CH2:10][C:11]([OH:13])=O)[CH:5]=[CH:6][C:7]=1[O:8][CH3:9].C1N=CN(C(N2C=NC=C2)=O)C=1.Cl.[CH3:27][NH:28][O:29][CH3:30].CCN(CC)CC.